From a dataset of NCI-60 drug combinations with 297,098 pairs across 59 cell lines. Regression. Given two drug SMILES strings and cell line genomic features, predict the synergy score measuring deviation from expected non-interaction effect. (1) Drug 1: CC1=C(C=C(C=C1)C(=O)NC2=CC(=CC(=C2)C(F)(F)F)N3C=C(N=C3)C)NC4=NC=CC(=N4)C5=CN=CC=C5. Drug 2: C1C(C(OC1N2C=NC(=NC2=O)N)CO)O. Cell line: SW-620. Synergy scores: CSS=12.8, Synergy_ZIP=-3.70, Synergy_Bliss=-0.0388, Synergy_Loewe=-5.16, Synergy_HSA=0.0100. (2) Drug 1: CC1=C2C(C(=O)C3(C(CC4C(C3C(C(C2(C)C)(CC1OC(=O)C(C(C5=CC=CC=C5)NC(=O)OC(C)(C)C)O)O)OC(=O)C6=CC=CC=C6)(CO4)OC(=O)C)OC)C)OC. Drug 2: C1C(C(OC1N2C=NC(=NC2=O)N)CO)O. Cell line: TK-10. Synergy scores: CSS=24.1, Synergy_ZIP=-6.95, Synergy_Bliss=-13.4, Synergy_Loewe=-29.2, Synergy_HSA=-11.7. (3) Drug 1: C1C(C(OC1N2C=C(C(=O)NC2=O)F)CO)O. Drug 2: C1=NC2=C(N1)C(=S)N=CN2. Cell line: SF-295. Synergy scores: CSS=35.1, Synergy_ZIP=-1.82, Synergy_Bliss=2.01, Synergy_Loewe=-6.95, Synergy_HSA=1.68. (4) Drug 1: C1=NC(=NC(=O)N1C2C(C(C(O2)CO)O)O)N. Drug 2: CN(C(=O)NC(C=O)C(C(C(CO)O)O)O)N=O. Cell line: NCI/ADR-RES. Synergy scores: CSS=9.34, Synergy_ZIP=-1.54, Synergy_Bliss=4.09, Synergy_Loewe=-8.71, Synergy_HSA=2.31. (5) Drug 1: CC1=C(C=C(C=C1)C(=O)NC2=CC(=CC(=C2)C(F)(F)F)N3C=C(N=C3)C)NC4=NC=CC(=N4)C5=CN=CC=C5. Drug 2: CC12CCC3C(C1CCC2O)C(CC4=C3C=CC(=C4)O)CCCCCCCCCS(=O)CCCC(C(F)(F)F)(F)F. Cell line: SW-620. Synergy scores: CSS=8.03, Synergy_ZIP=-3.65, Synergy_Bliss=-2.54, Synergy_Loewe=3.74, Synergy_HSA=-2.25. (6) Drug 1: CC1C(C(CC(O1)OC2CC(CC3=C2C(=C4C(=C3O)C(=O)C5=C(C4=O)C(=CC=C5)OC)O)(C(=O)C)O)N)O.Cl. Drug 2: CCC1(CC2CC(C3=C(CCN(C2)C1)C4=CC=CC=C4N3)(C5=C(C=C6C(=C5)C78CCN9C7C(C=CC9)(C(C(C8N6C=O)(C(=O)OC)O)OC(=O)C)CC)OC)C(=O)OC)O.OS(=O)(=O)O. Cell line: K-562. Synergy scores: CSS=66.9, Synergy_ZIP=7.20, Synergy_Bliss=6.02, Synergy_Loewe=-10.7, Synergy_HSA=6.58. (7) Drug 1: C1=CC(=C2C(=C1NCCNCCO)C(=O)C3=C(C=CC(=C3C2=O)O)O)NCCNCCO. Drug 2: C1=NC2=C(N1)C(=S)N=C(N2)N. Cell line: CAKI-1. Synergy scores: CSS=62.5, Synergy_ZIP=-7.48, Synergy_Bliss=-6.91, Synergy_Loewe=-3.10, Synergy_HSA=-0.547. (8) Drug 1: C1CC(=O)NC(=O)C1N2CC3=C(C2=O)C=CC=C3N. Drug 2: COC1=CC(=CC(=C1O)OC)C2C3C(COC3=O)C(C4=CC5=C(C=C24)OCO5)OC6C(C(C7C(O6)COC(O7)C8=CC=CS8)O)O. Cell line: SW-620. Synergy scores: CSS=3.48, Synergy_ZIP=-5.33, Synergy_Bliss=-12.1, Synergy_Loewe=-21.8, Synergy_HSA=-9.85.